The task is: Predict the reaction yield, written as a fraction of the theoretical maximum amount of product (1.0 means a 100% yield; for example, 0.34 means a 34% yield).. This data is from Reaction yield outcomes from USPTO patents with 853,638 reactions. (1) The reactants are [CH:1]([C:3]1[CH:8]=[CH:7][C:6](B(O)O)=[CH:5][CH:4]=1)=[CH2:2].Cl[C:13]1[CH:14]=[C:15]([C:19]2[CH:24]=[CH:23][N:22]=[CH:21][CH:20]=2)[CH:16]=[CH:17][CH:18]=1.F[K].C(P)(C)(C)C.P(C(C)(C)C)(C(C)(C)C)C(C)(C)C. The catalyst is C(=CC(C=CC1C=CC=CC=1)=O)C1C=CC=CC=1.C(=CC(C=CC1C=CC=CC=1)=O)C1C=CC=CC=1.C(=CC(C=CC1C=CC=CC=1)=O)C1C=CC=CC=1.[Pd].O1CCOCC1. The product is [CH:1]([C:3]1[CH:8]=[CH:7][C:6]([C:17]2[CH:18]=[CH:13][CH:14]=[C:15]([C:19]3[CH:20]=[CH:21][N:22]=[CH:23][CH:24]=3)[CH:16]=2)=[CH:5][CH:4]=1)=[CH2:2]. The yield is 0.480. (2) The reactants are [NH:1]1[C:5]2=[N:6][CH:7]=[N:8][C:9]([NH2:10])=[C:4]2[CH:3]=[N:2]1.[I:11]N1C(=O)CCC1=O. The catalyst is CN(C)C=O.O. The product is [I:11][C:3]1[C:4]2[C:5](=[N:6][CH:7]=[N:8][C:9]=2[NH2:10])[NH:1][N:2]=1. The yield is 0.520.